From a dataset of Forward reaction prediction with 1.9M reactions from USPTO patents (1976-2016). Predict the product of the given reaction. (1) Given the reactants [Br:1][C:2]1[CH:3]=[C:4]([CH:8]=[C:9]([C:11]([F:14])([F:13])[F:12])[CH:10]=1)[C:5](O)=[O:6].C([O-])(O)=O.[Na+], predict the reaction product. The product is: [Br:1][C:2]1[CH:3]=[C:4]([CH2:5][OH:6])[CH:8]=[C:9]([C:11]([F:13])([F:14])[F:12])[CH:10]=1. (2) The product is: [NH2:1][C:2]1[C:7]([N+:8]([O-:10])=[O:9])=[C:6]([CH3:11])[C:5]([Cl:12])=[CH:4][N:3]=1. Given the reactants [NH2:1][C:2]1[C:7]([N+:8]([O-:10])=[O:9])=[C:6]([CH3:11])[CH:5]=[CH:4][N:3]=1.[Cl:12]N1C(=O)CCC1=O, predict the reaction product.